Dataset: Full USPTO retrosynthesis dataset with 1.9M reactions from patents (1976-2016). Task: Predict the reactants needed to synthesize the given product. (1) Given the product [NH2:1][CH2:4][C:5]1[CH:6]=[C:7]([CH:8]=[C:9]([Cl:11])[CH:10]=1)[CH2:12][NH2:13], predict the reactants needed to synthesize it. The reactants are: [N:1]([CH2:4][C:5]1[CH:10]=[C:9]([Cl:11])[CH:8]=[C:7]([CH2:12][N:13]=[N+]=[N-])[CH:6]=1)=[N+]=[N-].[H-].[H-].[H-].[H-].[Li+].[Al+3].[OH-].[Na+]. (2) Given the product [CH3:1][O:2][C:3](=[O:21])[CH2:4][CH2:5][C:6]1[CH:11]=[CH:10][C:9]([OH:12])=[CH:8][C:7]=1[CH3:20], predict the reactants needed to synthesize it. The reactants are: [CH3:1][O:2][C:3](=[O:21])[CH:4]=[CH:5][C:6]1[CH:11]=[CH:10][C:9]([O:12]CC2C=CC=CC=2)=[CH:8][C:7]=1[CH3:20]. (3) Given the product [N:3]1[CH:4]=[CH:5][CH:6]=[CH:7][C:2]=1[NH:1][C:17](=[O:18])[C:16]([CH3:21])([CH3:20])[CH3:15], predict the reactants needed to synthesize it. The reactants are: [NH2:1][C:2]1[CH:7]=[CH:6][CH:5]=[CH:4][N:3]=1.C(N(CC)CC)C.[CH3:15][C:16]([CH3:21])([CH3:20])[C:17](Cl)=[O:18]. (4) Given the product [ClH:25].[ClH:37].[ClH:1].[CH3:53][O:54][NH:7][C:8]([C:10]1[C:18]2[CH:17]=[C:16]([C:19]3[C:24]([Cl:25])=[CH:23][N:22]=[C:21]([NH:26][CH2:27][CH2:28][CH2:29][N:30]4[CH2:35][CH2:34][N:33]([CH3:36])[CH2:32][CH2:31]4)[N:20]=3)[S:15][C:14]=2[CH:13]=[CH:12][CH:11]=1)=[O:9], predict the reactants needed to synthesize it. The reactants are: [ClH:1].Cl.Cl.C1([NH:7][C:8]([C:10]2[C:18]3[CH:17]=[C:16]([C:19]4[C:24]([Cl:25])=[CH:23][N:22]=[C:21]([NH:26][CH2:27][CH2:28][CH2:29][N:30]5[CH2:35][CH2:34][N:33]([CH3:36])[CH2:32][CH2:31]5)[N:20]=4)[S:15][C:14]=3[CH:13]=[CH:12][CH:11]=2)=[O:9])CC1.[Cl:37]C1N=C(C2SC3C=CC=C([C:53](O)=[O:54])C=3C=2)C(Cl)=CN=1. (5) Given the product [Cl:1][C:2]1[CH:7]=[C:6]([Cl:8])[CH:5]=[CH:4][C:3]=1/[CH:9]=[CH:10]/[C:11]([OH:13])=[O:12], predict the reactants needed to synthesize it. The reactants are: [Cl:1][C:2]1[CH:7]=[C:6]([Cl:8])[CH:5]=[CH:4][C:3]=1/[CH:9]=[CH:10]/[C:11]([O:13]C)=[O:12].[OH-].[Na+]. (6) Given the product [CH2:1]([N:3]([CH2:48][C:44]1[CH:45]=[CH:46][CH:47]=[C:42]([CH:39]2[CH2:38][CH2:37][N:36]([CH3:34])[CH2:41][CH2:40]2)[CH:43]=1)[C:4]1[CH:9]=[C:8]([O:10][CH3:11])[CH:7]=[CH:6][C:5]=1[CH:12]1[CH2:21][CH2:20][C:19]2[CH:18]=[C:17]([OH:22])[CH:16]=[CH:15][C:14]=2[CH2:13]1)[CH3:2], predict the reactants needed to synthesize it. The reactants are: [CH2:1]([NH:3][C:4]1[CH:9]=[C:8]([O:10][CH3:11])[CH:7]=[CH:6][C:5]=1[CH:12]1[CH2:21][CH2:20][C:19]2[CH:18]=[C:17]([O:22]C(=O)C(C)(C)C)[CH:16]=[CH:15][C:14]=2[CH2:13]1)[CH3:2].C(O[C:34]([N:36]1[CH2:41][CH2:40][CH:39]([C:42]2[CH:47]=[CH:46][CH:45]=[C:44]([C:48](O)=O)[CH:43]=2)[CH2:38][CH2:37]1)=O)(C)(C)C. (7) Given the product [F:1][C:2]([F:18])([F:17])[C:3]1[CH:4]=[C:5]([S:13]([NH:24][C:23]2[C:25]([CH:32]([CH3:33])[CH3:34])=[CH:26][C:27]([CH:29]([CH3:31])[CH3:30])=[CH:28][C:22]=2[CH:19]([CH3:21])[CH3:20])(=[O:15])=[O:14])[CH:6]=[C:7]([C:9]([F:12])([F:11])[F:10])[CH:8]=1, predict the reactants needed to synthesize it. The reactants are: [F:1][C:2]([F:18])([F:17])[C:3]1[CH:4]=[C:5]([S:13](Cl)(=[O:15])=[O:14])[CH:6]=[C:7]([C:9]([F:12])([F:11])[F:10])[CH:8]=1.[CH:19]([C:22]1[CH:28]=[C:27]([CH:29]([CH3:31])[CH3:30])[CH:26]=[C:25]([CH:32]([CH3:34])[CH3:33])[C:23]=1[NH2:24])([CH3:21])[CH3:20].